This data is from Peptide-MHC class I binding affinity with 185,985 pairs from IEDB/IMGT. The task is: Regression. Given a peptide amino acid sequence and an MHC pseudo amino acid sequence, predict their binding affinity value. This is MHC class I binding data. (1) The peptide sequence is SLEATFIDV. The MHC is HLA-A02:02 with pseudo-sequence HLA-A02:02. The binding affinity (normalized) is 0.672. (2) The peptide sequence is VKNLYEKV. The MHC is H-2-Kb with pseudo-sequence H-2-Kb. The binding affinity (normalized) is 0.0735. (3) The peptide sequence is FLAFLLFLVL. The MHC is HLA-A02:01 with pseudo-sequence HLA-A02:01. The binding affinity (normalized) is 0.779. (4) The MHC is HLA-B35:03 with pseudo-sequence HLA-B35:03. The binding affinity (normalized) is 0. The peptide sequence is IRFPKTFGY. (5) The peptide sequence is EIMRMCHEGIN. The MHC is H-2-Db with pseudo-sequence H-2-Db. The binding affinity (normalized) is 0.0206. (6) The binding affinity (normalized) is 0. The peptide sequence is ATDALMTGY. The MHC is HLA-B08:01 with pseudo-sequence HLA-B08:01. (7) The peptide sequence is YFENSDLNL. The MHC is HLA-B58:01 with pseudo-sequence HLA-B58:01. The binding affinity (normalized) is 0.0847. (8) The peptide sequence is TIILNKIVQL. The MHC is HLA-A02:06 with pseudo-sequence HLA-A02:06. The binding affinity (normalized) is 0.685. (9) The peptide sequence is ISSGETRSF. The MHC is HLA-B51:01 with pseudo-sequence HLA-B51:01. The binding affinity (normalized) is 0.0847. (10) The peptide sequence is YFYYNAFHWAI. The MHC is HLA-B14:02 with pseudo-sequence HLA-B14:02. The binding affinity (normalized) is 0.110.